Dataset: Catalyst prediction with 721,799 reactions and 888 catalyst types from USPTO. Task: Predict which catalyst facilitates the given reaction. (1) Reactant: C[O:2][C:3](=[O:22])[CH:4]([C:11]1[CH:16]=[CH:15][C:14]([C:17]([F:20])([F:19])[F:18])=[C:13]([F:21])[CH:12]=1)[CH2:5][CH:6]1[CH2:10][CH2:9][CH2:8][CH2:7]1.[OH-].[Li+]. Product: [CH:6]1([CH2:5][CH:4]([C:11]2[CH:16]=[CH:15][C:14]([C:17]([F:18])([F:19])[F:20])=[C:13]([F:21])[CH:12]=2)[C:3]([OH:22])=[O:2])[CH2:10][CH2:9][CH2:8][CH2:7]1. The catalyst class is: 7. (2) Product: [CH:10]([C:3]1([OH:9])[CH:4]2[CH2:7][CH2:8][N:1]([CH2:6][CH2:5]2)[CH2:2]1)=[CH2:11]. Reactant: [N:1]12[CH2:8][CH2:7][CH:4]([CH2:5][CH2:6]1)[C:3](=[O:9])[CH2:2]2.[CH:10]([Mg]Br)=[CH2:11].Cl.[OH-].[Na+]. The catalyst class is: 7. (3) The catalyst class is: 12. Product: [Cl:23][C:9]1[C:8]([C:12]#[N:13])=[C:7]([C:14]2[CH:19]=[CH:18][CH:17]=[CH:16][C:15]=2[F:20])[N:6]=[C:5]([NH:4][CH:1]2[CH2:3][CH2:2]2)[N:10]=1. Reactant: [CH:1]1([NH:4][C:5]2[N:10]=[C:9](O)[C:8]([C:12]#[N:13])=[C:7]([C:14]3[CH:19]=[CH:18][CH:17]=[CH:16][C:15]=3[F:20])[N:6]=2)[CH2:3][CH2:2]1.O=P(Cl)(Cl)[Cl:23].C([O-])(O)=O.[Na+]. (4) Reactant: [CH2:1]=O.[N+:3]([C:6]1[CH:15]=[C:14]2[C:9]([CH2:10][CH2:11][NH:12][CH2:13]2)=[CH:8][CH:7]=1)([O-:5])=[O:4].N. Product: [CH3:1][N:12]1[CH2:11][CH2:10][C:9]2[C:14](=[CH:15][C:6]([N+:3]([O-:5])=[O:4])=[CH:7][CH:8]=2)[CH2:13]1. The catalyst class is: 106.